Dataset: Full USPTO retrosynthesis dataset with 1.9M reactions from patents (1976-2016). Task: Predict the reactants needed to synthesize the given product. (1) Given the product [CH:1]1([CH2:7][CH:8]([N:12]2[C:17](=[O:18])[CH:16]=[C:15]([O:19][C:20]3[C:25]([F:26])=[CH:24][CH:23]=[CH:22][C:21]=3[F:27])[CH:14]=[N:13]2)[C:9]([NH:28][C:29]2[CH:33]=[CH:32][N:31]([CH2:34][C:35]([OH:37])([CH3:36])[CH3:38])[N:30]=2)=[O:11])[CH2:6][CH2:5][CH2:4][CH2:3][CH2:2]1, predict the reactants needed to synthesize it. The reactants are: [CH:1]1([CH2:7][CH:8]([N:12]2[C:17](=[O:18])[CH:16]=[C:15]([O:19][C:20]3[C:25]([F:26])=[CH:24][CH:23]=[CH:22][C:21]=3[F:27])[CH:14]=[N:13]2)[C:9]([OH:11])=O)[CH2:6][CH2:5][CH2:4][CH2:3][CH2:2]1.[NH2:28][C:29]1[CH:33]=[CH:32][N:31]([CH2:34][C:35]([CH3:38])([OH:37])[CH3:36])[N:30]=1. (2) Given the product [NH2:1][C:2]1[C:11]2[C:6](=[C:7]([C:22]3[C:23]([O:27][CH3:28])=[CH:24][CH:25]=[CH:26][C:21]=3[F:20])[CH:8]=[CH:9][CH:10]=2)[N:5]=[N:4][C:3]=1[C:13]([NH:15][CH:16]1[CH2:19][CH2:18][CH2:17]1)=[O:14], predict the reactants needed to synthesize it. The reactants are: [NH2:1][C:2]1[C:11]2[C:6](=[C:7](Br)[CH:8]=[CH:9][CH:10]=2)[N:5]=[N:4][C:3]=1[C:13]([NH:15][CH:16]1[CH2:19][CH2:18][CH2:17]1)=[O:14].[F:20][C:21]1[CH:26]=[CH:25][CH:24]=[C:23]([O:27][CH3:28])[C:22]=1B(O)O. (3) Given the product [C:27]([C:24]1[CH:23]=[CH:22][C:21]([C:18]2[CH:17]=[CH:16][C:15]([CH2:3][CH:4]3[O:7][CH2:5]3)=[CH:20][CH:19]=2)=[CH:26][CH:25]=1)#[N:28], predict the reactants needed to synthesize it. The reactants are: ClC1[CH:3]=[C:4](C=CC=1)[C:5]([OH:7])=O.C(O[C:15]1[CH:20]=[CH:19][C:18]([C:21]2[CH:26]=[CH:25][C:24]([C:27]#[N:28])=[CH:23][CH:22]=2)=[CH:17][CH:16]=1)C=C. (4) The reactants are: [C:1]([C:5]1[O:9][N:8]=[C:7]([NH2:10])[CH:6]=1)([CH3:4])([CH3:3])[CH3:2].[Br:11]N1C(=O)CCC1=O. Given the product [Br:11][C:6]1[C:7]([NH2:10])=[N:8][O:9][C:5]=1[C:1]([CH3:4])([CH3:3])[CH3:2], predict the reactants needed to synthesize it. (5) Given the product [F:27][C:26]([F:29])([F:28])[CH2:25][N:21]1[C:20]([C:14]2[N:13]=[C:12]3[C:11]4[CH:30]=[CH:31][C:8]([O:7][C@H:5]([CH3:6])[C:4]([NH2:38])=[O:3])=[CH:9][C:10]=4[O:19][CH2:18][CH2:17][N:16]3[CH:15]=2)=[N:24][CH:23]=[N:22]1, predict the reactants needed to synthesize it. The reactants are: C([O:3][C:4](=O)[C@H:5]([O:7][C:8]1[CH:31]=[CH:30][C:11]2[C:12]3[N:16]([CH2:17][CH2:18][O:19][C:10]=2[CH:9]=1)[CH:15]=[C:14]([C:20]1[N:21]([CH2:25][C:26]([F:29])([F:28])[F:27])[N:22]=[CH:23][N:24]=1)[N:13]=3)[CH3:6])C.O.[OH-].[Li+].Cl.C[N:38](C(ON1N=NC2C=CC=NC1=2)=[N+](C)C)C.F[P-](F)(F)(F)(F)F.[Cl-].[NH4+].C(N(CC)CC)C. (6) The reactants are: [F:1][C:2]1[CH:10]=[C:9]2[C:5]([C:6]([CH:11]=O)=[CH:7][NH:8]2)=[CH:4][CH:3]=1.[CH:13]([NH2:15])=O.[BH4-].[Na+].[C-]#N.[K+]. Given the product [F:1][C:2]1[CH:10]=[C:9]2[C:5]([C:6]([CH2:11][C:13]#[N:15])=[CH:7][NH:8]2)=[CH:4][CH:3]=1, predict the reactants needed to synthesize it. (7) Given the product [C:42]([C:29]1([C:58](=[O:59])[N:56]([CH3:57])[CH3:55])[CH2:30][CH2:31][CH2:26][CH:27]([NH:32][C:12](=[O:14])[C:11]2[CH:15]=[CH:16][C:8]([C:4]3[CH:5]=[CH:6][CH:7]=[C:2]([F:1])[CH:3]=3)=[N:9][CH:10]=2)[CH2:28]1)#[N:43], predict the reactants needed to synthesize it. The reactants are: [F:1][C:2]1[CH:3]=[C:4]([C:8]2[CH:16]=[CH:15][C:11]([C:12]([OH:14])=O)=[CH:10][N:9]=2)[CH:5]=[CH:6][CH:7]=1.CN(C(ON1N=[N:32][C:27]2[CH:28]=[CH:29][CH:30]=[CH:31][C:26]1=2)=[N+](C)C)C.F[P-](F)(F)(F)(F)F.C[CH2:42][N:43](C(C)C)C(C)C.C(OCC)C.[CH3:55][N:56]([CH:58]=[O:59])[CH3:57].